This data is from Forward reaction prediction with 1.9M reactions from USPTO patents (1976-2016). The task is: Predict the product of the given reaction. (1) Given the reactants Cl[C:2]1[N:7]=[CH:6][C:5]2[C:8]([O:16][CH2:17][CH2:18][O:19][CH3:20])=[N:9][N:10](C(OCC)=O)[C:4]=2[CH:3]=1.[C:21]1([C@H:27]([NH:29][C:30]([NH2:32])=[O:31])[CH3:28])[CH:26]=[CH:25][CH:24]=[CH:23][CH:22]=1.CC(P(C(C)(C)C)C1N(C2C(C3C=CC=CC=3)=NN(C3C=CC=CC=3)C=2C2C=CC=CC=2)N=CC=1)(C)C.P([O-])([O-])([O-])=O.[K+].[K+].[K+].C([O-])([O-])=O.[K+].[K+], predict the reaction product. The product is: [CH3:20][O:19][CH2:18][CH2:17][O:16][C:8]1[C:5]2[CH:6]=[N:7][C:2]([NH:32][C:30]([NH:29][C@@H:27]([C:21]3[CH:26]=[CH:25][CH:24]=[CH:23][CH:22]=3)[CH3:28])=[O:31])=[CH:3][C:4]=2[NH:10][N:9]=1. (2) The product is: [Cl:27][CH2:26][CH2:25][CH2:24][CH2:23][C:13]1([C:17]([O:19][CH2:20][CH3:21])=[O:18])[CH2:16][CH2:15][CH2:14]1. Given the reactants [Li]CCCC.N(C(C)C)C(C)C.[CH:13]1([C:17]([O:19][CH2:20][CH3:21])=[O:18])[CH2:16][CH2:15][CH2:14]1.Br[CH2:23][CH2:24][CH2:25][CH2:26][Cl:27].[NH4+].[Cl-], predict the reaction product. (3) The product is: [NH2:20][C:18]1[CH:17]=[CH:16][C:3]([O:4][C:5]2[CH:10]=[CH:9][N:8]=[C:7]([NH:11][CH2:12][CH2:13][CH2:14][OH:15])[N:6]=2)=[C:2]([Cl:1])[CH:19]=1. Given the reactants [Cl:1][C:2]1[CH:19]=[C:18]([N+:20]([O-])=O)[CH:17]=[CH:16][C:3]=1[O:4][C:5]1[CH:10]=[CH:9][N:8]=[C:7]([NH:11][CH2:12][CH2:13][CH2:14][OH:15])[N:6]=1, predict the reaction product. (4) Given the reactants CN(C)[CH2:3][C:4]#[C:5][C:6]#[C:7][C:8]1[CH:17]=[CH:16][C:11]([C:12]([O:14]C)=[O:13])=[CH:10][CH:9]=1.[CH2:19]1[CH2:23]OC[CH2:20]1.[OH-].[Na+], predict the reaction product. The product is: [CH3:20][C:19]([CH3:23])=[CH:3][C:4]#[C:5][C:6]#[C:7][C:8]1[CH:17]=[CH:16][C:11]([C:12]([OH:14])=[O:13])=[CH:10][CH:9]=1. (5) Given the reactants C[Si](C)(C)[N-][Si](C)(C)C.[Li+].[C:11]([CH:13]1[CH2:18][CH2:17][N:16]([C:19]([O:21][C:22]([CH3:25])([CH3:24])[CH3:23])=[O:20])[CH2:15][CH2:14]1)#[N:12].[C:26](Cl)(=[O:30])[O:27][CH2:28][CH3:29], predict the reaction product. The product is: [C:11]([C:13]1([C:26]([O:27][CH2:28][CH3:29])=[O:30])[CH2:18][CH2:17][N:16]([C:19]([O:21][C:22]([CH3:25])([CH3:24])[CH3:23])=[O:20])[CH2:15][CH2:14]1)#[N:12]. (6) Given the reactants Br[C:2]1[S:6][C:5]([C:7]([O:9]CC)=[O:8])=[N:4][C:3]=1[C:12]1[CH:17]=[CH:16][C:15]([F:18])=[C:14]([Cl:19])[CH:13]=1.[Cl:20][C:21]1[CH:22]=[C:23](B(O)O)[CH:24]=[C:25]([F:27])[CH:26]=1.C(=O)(O)[O-].[Na+], predict the reaction product. The product is: [Cl:19][C:14]1[CH:13]=[C:12]([C:3]2[N:4]=[C:5]([C:7]([OH:9])=[O:8])[S:6][C:2]=2[C:23]2[CH:24]=[C:25]([F:27])[CH:26]=[C:21]([Cl:20])[CH:22]=2)[CH:17]=[CH:16][C:15]=1[F:18]. (7) Given the reactants [NH2:1][CH2:2][CH2:3][O:4][C:5]1[CH:10]=[CH:9][C:8]([CH:11]2[CH2:16][CH2:15][N:14]([C:17]([O:19][C:20]([CH3:23])([CH3:22])[CH3:21])=[O:18])[CH2:13][CH:12]2[O:24][CH2:25][C:26]2[CH:35]=[CH:34][C:33]3[C:28](=[CH:29][CH:30]=[CH:31][CH:32]=3)[CH:27]=2)=[CH:7][CH:6]=1.C(N(CC)CC)C.[C:43](Cl)(=[O:50])[C:44]1[CH:49]=[CH:48][CH:47]=[CH:46][CH:45]=1.C(=O)([O-])O.[Na+], predict the reaction product. The product is: [C:43]([NH:1][CH2:2][CH2:3][O:4][C:5]1[CH:10]=[CH:9][C:8]([CH:11]2[CH2:16][CH2:15][N:14]([C:17]([O:19][C:20]([CH3:23])([CH3:21])[CH3:22])=[O:18])[CH2:13][CH:12]2[O:24][CH2:25][C:26]2[CH:35]=[CH:34][C:33]3[C:28](=[CH:29][CH:30]=[CH:31][CH:32]=3)[CH:27]=2)=[CH:7][CH:6]=1)(=[O:50])[C:44]1[CH:49]=[CH:48][CH:47]=[CH:46][CH:45]=1. (8) Given the reactants [CH2:1]([O:8][C:9]1[CH:14]=[CH:13][C:12]([N+:15]([O-])=O)=[CH:11][C:10]=1[C:18]([F:21])([F:20])[F:19])[C:2]1[CH:7]=[CH:6][CH:5]=[CH:4][CH:3]=1.[Cl-].[Ca+2].[Cl-].C(O)C, predict the reaction product. The product is: [CH2:1]([O:8][C:9]1[CH:14]=[CH:13][C:12]([NH2:15])=[CH:11][C:10]=1[C:18]([F:19])([F:20])[F:21])[C:2]1[CH:3]=[CH:4][CH:5]=[CH:6][CH:7]=1. (9) Given the reactants [O:1]=[C:2]1[CH2:6][S:5][C:4](=[S:7])[N:3]1[CH:8]1[CH2:13][CH2:12][CH2:11][CH:10]([C:14]([OH:16])=[O:15])[CH2:9]1.[F:17][C:18]([F:33])([F:32])[C:19]1[CH:20]=[C:21]([C:25]2[O:29][C:28]([CH:30]=O)=[CH:27][CH:26]=2)[CH:22]=[CH:23][CH:24]=1.C(O)C, predict the reaction product. The product is: [F:33][C:18]([F:17])([F:32])[C:19]1[CH:20]=[C:21]([C:25]2[O:29][C:28]([CH:30]=[C:6]3[S:5][C:4](=[S:7])[N:3]([CH:8]4[CH2:13][CH2:12][CH2:11][CH:10]([C:14]([OH:16])=[O:15])[CH2:9]4)[C:2]3=[O:1])=[CH:27][CH:26]=2)[CH:22]=[CH:23][CH:24]=1. (10) Given the reactants [CH3:1][C:2]1[CH:10]=[C:9]([N:11]2[CH2:16][CH2:15][N:14]([C:17]3[CH:22]=[CH:21][CH:20]=[CH:19][C:18]=3[CH3:23])[CH2:13][CH2:12]2)[C:8]([N+:24]([O-:26])=[O:25])=[CH:7][C:3]=1[C:4]([NH2:6])=[O:5].[CH3:27]OC(OC)N(C)C.CC(C)([O-])C.[K+].Cl, predict the reaction product. The product is: [N+:24]([C:8]1[CH:7]=[C:3]2[C:2]([CH:1]=[CH:27][NH:6][C:4]2=[O:5])=[CH:10][C:9]=1[N:11]1[CH2:12][CH2:13][N:14]([C:17]2[CH:22]=[CH:21][CH:20]=[CH:19][C:18]=2[CH3:23])[CH2:15][CH2:16]1)([O-:26])=[O:25].